Dataset: Reaction yield outcomes from USPTO patents with 853,638 reactions. Task: Predict the reaction yield, written as a fraction of the theoretical maximum amount of product (1.0 means a 100% yield; for example, 0.34 means a 34% yield). The reactants are [Br:1][C:2]1[CH:3]=[C:4]([NH2:8])[CH:5]=[N:6][CH:7]=1.[CH:9]1([C:14]([NH:16][C:17]2[CH:18]=[C:19]([CH:23]=[CH:24][N:25]=2)[C:20]([OH:22])=[O:21])=[O:15])[CH2:13][CH2:12][CH2:11][CH2:10]1.CCN(C(C)C)C(C)C.CN(C(ON1N=NC2C=CC=NC1=2)=[N+](C)C)C.F[P-](F)(F)(F)(F)F. The catalyst is CN(C=O)C.C(OCC)(=O)C.O. The product is [NH2:16][C:17]1[CH:18]=[C:19]([CH:23]=[CH:24][N:25]=1)[C:20]([NH:8][C:4]1[CH:5]=[N:6][CH:7]=[C:2]([Br:1])[CH:3]=1)=[O:21].[Br:1][C:2]1[CH:3]=[C:4]([NH:8][C:20](=[O:22])[C:19]2[CH:23]=[CH:24][N:25]=[C:17]([NH:16][C:14]([CH:9]3[CH2:10][CH2:11][CH2:12][CH2:13]3)=[O:15])[CH:18]=2)[CH:5]=[N:6][CH:7]=1. The yield is 0.304.